Dataset: Forward reaction prediction with 1.9M reactions from USPTO patents (1976-2016). Task: Predict the product of the given reaction. (1) Given the reactants C([O:8][C:9]1[CH:10]=[C:11]([CH:25]=[CH:26][C:27]=1[B:28]1[O:32][C:31]([CH3:34])([CH3:33])[C:30]([CH3:36])([CH3:35])[O:29]1)[C:12]([NH:14][C:15]1[CH:20]=[C:19]([C:21]([F:24])([F:23])[F:22])[CH:18]=[CH:17][N:16]=1)=[O:13])C1C=CC=CC=1.CO, predict the reaction product. The product is: [OH:8][C:9]1[CH:10]=[C:11]([CH:25]=[CH:26][C:27]=1[B:28]1[O:32][C:31]([CH3:34])([CH3:33])[C:30]([CH3:36])([CH3:35])[O:29]1)[C:12]([NH:14][C:15]1[CH:20]=[C:19]([C:21]([F:24])([F:22])[F:23])[CH:18]=[CH:17][N:16]=1)=[O:13]. (2) Given the reactants [CH3:1][O:2][C:3]1[CH:4]=[CH:5][C:6]2[N:14]3[C:9]([CH2:10][CH2:11][CH2:12][CH2:13]3)=[C:8]([CH2:15][CH2:16][N+:17]([O-])=O)[C:7]=2[N:20]=1, predict the reaction product. The product is: [CH3:1][O:2][C:3]1[CH:4]=[CH:5][C:6]2[N:14]3[C:9]([CH2:10][CH2:11][CH2:12][CH2:13]3)=[C:8]([CH2:15][CH2:16][NH2:17])[C:7]=2[N:20]=1. (3) The product is: [C:1]1([OH:11])[C:6]2[C:5](=[CH:6][CH:1]=[CH:2][CH:3]=2)[CH:4]=[CH:3][CH:2]=1. Given the reactants [CH:1]1[C:6](N)=[CH:5][CH:4]=[C:3](N)[CH:2]=1.OO.[OH2:11], predict the reaction product. (4) Given the reactants [CH2:1]([O:8][CH2:9][C@H:10]([NH:18][C:19](=[O:25])[O:20][C:21]([CH3:24])([CH3:23])[CH3:22])[C:11]([NH:13][CH2:14][CH2:15][C:16]#[N:17])=O)[C:2]1[CH:7]=[CH:6][CH:5]=[CH:4][CH:3]=1.C1(P(C2C=CC=CC=2)C2C=CC=CC=2)C=CC=CC=1.N(C(OC(C)C)=O)=NC(OC(C)C)=O.C[Si]([N:63]=[N+:64]=[N-:65])(C)C, predict the reaction product. The product is: [CH2:1]([O:8][CH2:9][C@H:10]([NH:18][C:19](=[O:25])[O:20][C:21]([CH3:24])([CH3:23])[CH3:22])[C:11]1[N:13]([CH2:14][CH2:15][C:16]#[N:17])[N:65]=[N:64][N:63]=1)[C:2]1[CH:7]=[CH:6][CH:5]=[CH:4][CH:3]=1. (5) Given the reactants [F:1][C:2]1([F:18])[CH2:7][CH2:6][CH:5]([CH:8]([CH:10]2[CH2:15][CH2:14][C:13]([F:17])([F:16])[CH2:12][CH2:11]2)[OH:9])[CH2:4][CH2:3]1.CC(OI1(OC(C)=O)(OC(C)=O)OC(=O)C2C=CC=CC1=2)=O, predict the reaction product. The product is: [F:1][C:2]1([F:18])[CH2:7][CH2:6][CH:5]([C:8]([CH:10]2[CH2:15][CH2:14][C:13]([F:16])([F:17])[CH2:12][CH2:11]2)=[O:9])[CH2:4][CH2:3]1. (6) The product is: [SH:21][CH2:11][CH2:10][CH2:9][CH2:8][CH2:7][CH2:6][CH2:5][CH2:4][CH2:3][CH2:2][CH2:1][OH:20]. Given the reactants [C:1]([OH:20])(=O)[CH2:2][CH2:3][CH2:4][CH2:5][CH2:6][CH2:7][CH2:8]/[CH:9]=[CH:10]\[CH2:11]CCCCCCC.[SH:21]C(O)CCCCCCCCCC.C(O)C, predict the reaction product.